From a dataset of Full USPTO retrosynthesis dataset with 1.9M reactions from patents (1976-2016). Predict the reactants needed to synthesize the given product. (1) The reactants are: C(=O)(O[C@H:4]([C@H:12]([OH:23])[CH:13](C(C)(C)C)[NH:14][CH2:15][CH:16]([CH3:18])[CH3:17])[CH2:5][C:6]1[CH:11]=[CH:10][CH:9]=[CH:8][CH:7]=1)N.[Cl:25]CCl.C([N:30](CC)CC)C.[O:35]=[C:36]1[C:44]2[C:39](=[CH:40][CH:41]=[CH:42][CH:43]=2)[C:38](=[O:45])[N:37]1[C:46]1[CH:51]=[CH:50][C:49]([S:52](Cl)(=[O:54])=[O:53])=[CH:48][CH:47]=1. Given the product [ClH:25].[NH2:30][C@@H:4]([CH2:5][C:6]1[CH:7]=[CH:8][CH:9]=[CH:10][CH:11]=1)[C@H:12]([OH:23])[CH2:13][N:14]([CH2:15][CH:16]([CH3:17])[CH3:18])[S:52]([C:49]1[CH:50]=[CH:51][C:46]([N:37]2[C:36](=[O:35])[C:44]3[C:39](=[CH:40][CH:41]=[CH:42][CH:43]=3)[C:38]2=[O:45])=[CH:47][CH:48]=1)(=[O:54])=[O:53], predict the reactants needed to synthesize it. (2) Given the product [F:20][C:19]([F:21])([F:22])[C:13]1[CH:12]=[CH:11][CH:18]=[CH:17][C:14]=1[C:15]#[N:16], predict the reactants needed to synthesize it. The reactants are: C(N(CC)CC)C.N([C:11]1[CH:18]=[CH:17][C:14]([C:15]#[N:16])=[C:13]([C:19]([F:22])([F:21])[F:20])[CH:12]=1)=C=S.CC1C=CC(NC2(C#N)CCCCC2)=CC=1.ClCCl.CC(C)=O. (3) Given the product [Cl:1][C:2]1[C:10]2[NH:9][N:8]=[CH:7][C:6]=2[C:5]2[CH2:11][N:12]3[C:22]([C:23]([CH3:28])([CH3:29])[C:24]([F:25])([F:27])[F:26])=[CH:21][N:20]=[C:13]3[C@H:14]([CH2:16][C:17]([N:32]3[CH2:33][CH2:34][CH:35]([N:38]4[C:46]5[C:41](=[N:42][CH:43]=[CH:44][CH:45]=5)[NH:40][C:39]4=[O:47])[CH2:36][CH2:37]3)=[O:18])[CH2:15][C:4]=2[CH:3]=1, predict the reactants needed to synthesize it. The reactants are: [Cl:1][C:2]1[C:10]2[NH:9][N:8]=[CH:7][C:6]=2[C:5]2[CH2:11][N:12]3[C:22]([C:23]([CH3:29])([CH3:28])[C:24]([F:27])([F:26])[F:25])=[CH:21][N:20]=[C:13]3[C@H:14]([CH2:16][C:17](O)=[O:18])[CH2:15][C:4]=2[CH:3]=1.Cl.Cl.[NH:32]1[CH2:37][CH2:36][CH:35]([N:38]2[C:46]3[C:41](=[N:42][CH:43]=[CH:44][CH:45]=3)[NH:40][C:39]2=[O:47])[CH2:34][CH2:33]1.C1C=CC2N(O)N=NC=2C=1.C(Cl)CCl.C(N(CC)C(C)C)(C)C. (4) Given the product [Br:1][C:2]1[CH:3]=[CH:4][C:5]([C:8]2[CH2:12][C@@H:11]([CH2:13][N:16]([CH3:15])[CH2:17][CH2:18][OH:19])[O:10][N:9]=2)=[N:6][CH:7]=1, predict the reactants needed to synthesize it. The reactants are: [Br:1][C:2]1[CH:3]=[CH:4][C:5]([C:8]2[CH2:12][C@@H:11]([CH2:13]Cl)[O:10][N:9]=2)=[N:6][CH:7]=1.[CH3:15][NH:16][CH2:17][CH2:18][OH:19].CS(C)=O. (5) Given the product [Cl:17][C:18]1[CH:19]=[C:20]([C:21](=[O:22])[NH:10][CH2:9][C:7]2[CH:8]=[C:3]([Cl:2])[CH:4]=[CH:5][C:6]=2[S:11]([CH2:14][CH2:15][CH3:16])(=[O:13])=[O:12])[CH:24]=[C:25]([C:43]([F:45])([F:44])[F:46])[C:26]=1[CH2:27][N:28]1[CH2:33][CH2:32][CH2:31][C@H:30]([N:34]([CH3:42])[C:35](=[O:36])[O:37][C:38]([CH3:39])([CH3:40])[CH3:41])[CH2:29]1, predict the reactants needed to synthesize it. The reactants are: Cl.[Cl:2][C:3]1[CH:4]=[CH:5][C:6]([S:11]([CH2:14][CH2:15][CH3:16])(=[O:13])=[O:12])=[C:7]([CH2:9][NH2:10])[CH:8]=1.[Cl:17][C:18]1[CH:19]=[C:20]([CH:24]=[C:25]([C:43]([F:46])([F:45])[F:44])[C:26]=1[CH2:27][N:28]1[CH2:33][CH2:32][CH2:31][C@H:30]([N:34]([CH3:42])[C:35]([O:37][C:38]([CH3:41])([CH3:40])[CH3:39])=[O:36])[CH2:29]1)[C:21](O)=[O:22]. (6) Given the product [CH3:8][C:6]1[C:5]([CH:9]([CH2:14][CH2:15][CH3:16])[C:10]([O:12][CH3:13])=[O:11])=[C:4]([C:17]2[CH:22]=[CH:21][C:20]([CH3:23])=[CH:19][CH:18]=2)[N:3]=[C:2]([C:29]2[CH:30]=[CH:31][CH:32]=[C:33]3[C:28]=2[CH:27]=[CH:26][CH:25]=[N:24]3)[N:7]=1, predict the reactants needed to synthesize it. The reactants are: Cl[C:2]1[N:7]=[C:6]([CH3:8])[C:5]([CH:9]([CH2:14][CH2:15][CH3:16])[C:10]([O:12][CH3:13])=[O:11])=[C:4]([C:17]2[CH:22]=[CH:21][C:20]([CH3:23])=[CH:19][CH:18]=2)[N:3]=1.[N:24]1[C:33]2[C:28](=[C:29](B(O)O)[CH:30]=[CH:31][CH:32]=2)[CH:27]=[CH:26][CH:25]=1.C(N(CC)C(C)C)(C)C. (7) Given the product [CH3:1][O:2][C:3]([C:4]1[CH:9]=[C:8]([NH2:10])[C:7]2[N:6]([N:25]=[C:32]([C:28]3[S:27][CH:31]=[CH:30][N:29]=3)[N:11]=2)[CH:5]=1)=[O:12], predict the reactants needed to synthesize it. The reactants are: [CH3:1][O:2][C:3](=[O:12])[C:4]1[CH:9]=[C:8]([NH2:10])[C:7]([NH2:11])=[N:6][CH:5]=1.C1(C)C=C(C)C=C(C)C=1S(O[NH2:25])(=O)=O.[S:27]1[CH:31]=[CH:30][N:29]=[C:28]1[CH:32]=O. (8) Given the product [C:1]([O:5][C:6]([N:8]1[CH2:9][CH2:10][CH:11]([C:14]2[N:35]=[CH:34][C:17]3[C:18]4[N:22]([CH2:23][CH2:24][O:25][C:16]=3[CH:15]=2)[CH:21]=[C:20]([C:26]2[N:27]([CH:31]([CH3:32])[CH3:33])[N:28]=[CH:29][N:30]=2)[N:19]=4)[CH2:12][CH2:13]1)=[O:7])([CH3:3])([CH3:2])[CH3:4], predict the reactants needed to synthesize it. The reactants are: [C:1]([O:5][C:6]([N:8]1[CH2:13][CH:12]=[C:11]([C:14]2[N:35]=[CH:34][C:17]3[C:18]4[N:22]([CH2:23][CH2:24][O:25][C:16]=3[CH:15]=2)[CH:21]=[C:20]([C:26]2[N:27]([CH:31]([CH3:33])[CH3:32])[N:28]=[CH:29][N:30]=2)[N:19]=4)[CH2:10][CH2:9]1)=[O:7])([CH3:4])([CH3:3])[CH3:2]. (9) Given the product [ClH:41].[CH2:1]([NH:8][C:9]1[C:16]([O:17][CH3:18])=[CH:15][C:12]([CH2:13][C:24]2[C:33]3[C:28](=[C:29]([OH:37])[C:30]([O:34][CH2:35][CH3:36])=[CH:31][CH:32]=3)[CH:27]=[N:26][CH:25]=2)=[CH:11][C:10]=1[O:19][CH3:20])[C:2]1[CH:7]=[CH:6][CH:5]=[CH:4][CH:3]=1, predict the reactants needed to synthesize it. The reactants are: [CH2:1]([NH:8][C:9]1[C:16]([O:17][CH3:18])=[CH:15][C:12]([CH:13]=O)=[CH:11][C:10]=1[O:19][CH3:20])[C:2]1[CH:7]=[CH:6][CH:5]=[CH:4][CH:3]=1.C(O[CH:24](OCC)[CH2:25][NH:26][CH2:27][C:28]1[CH:33]=[CH:32][CH:31]=[C:30]([O:34][CH2:35][CH3:36])[C:29]=1[OH:37])C.[ClH:41].CO.